This data is from Full USPTO retrosynthesis dataset with 1.9M reactions from patents (1976-2016). The task is: Predict the reactants needed to synthesize the given product. (1) Given the product [CH3:18][O:19][C:2]1[C:9]([C:10]([F:13])([F:12])[F:11])=[CH:8][C:5]([C:6]#[N:7])=[CH:4][C:3]=1[C:14]([F:17])([F:16])[F:15], predict the reactants needed to synthesize it. The reactants are: Cl[C:2]1[C:9]([C:10]([F:13])([F:12])[F:11])=[CH:8][C:5]([C:6]#[N:7])=[CH:4][C:3]=1[C:14]([F:17])([F:16])[F:15].[CH3:18][OH:19]. (2) Given the product [CH:28]([N:27]1[C:21]2[CH:20]=[C:19]([NH:1][C:2]3[CH:7]=[CH:6][N:5]=[C:4]([N:8]4[CH2:13][C@H:12]([F:14])[C@H:11]([OH:15])[C:10]([CH3:17])([CH3:16])[CH2:9]4)[N:3]=3)[N:24]=[CH:23][C:22]=2[C:25]([C:32]([NH:34][CH:35]2[CH2:40][CH2:39][O:38][CH2:37][CH2:36]2)=[O:33])=[CH:26]1)([CH2:30][CH3:31])[CH3:29], predict the reactants needed to synthesize it. The reactants are: [NH2:1][C:2]1[CH:7]=[CH:6][N:5]=[C:4]([N:8]2[CH2:13][C@H:12]([F:14])[C@H:11]([OH:15])[C:10]([CH3:17])([CH3:16])[CH2:9]2)[N:3]=1.Br[C:19]1[N:24]=[CH:23][C:22]2[C:25]([C:32]([NH:34][CH:35]3[CH2:40][CH2:39][O:38][CH2:37][CH2:36]3)=[O:33])=[CH:26][N:27]([CH:28]([CH2:30][CH3:31])[CH3:29])[C:21]=2[CH:20]=1. (3) Given the product [Br:15][C:16]1[CH:23]=[CH:22][C:19]([C:20]2[O:21][CH:2]=[N:1][C:3]=2[CH3:4])=[CH:18][C:17]=1[F:24], predict the reactants needed to synthesize it. The reactants are: [N+:1]([CH:3](S(C1C=CC(C)=CC=1)(=O)=O)[CH3:4])#[C-:2].[Br:15][C:16]1[CH:23]=[CH:22][C:19]([CH:20]=[O:21])=[CH:18][C:17]=1[F:24].C([O-])([O-])=O.[K+].[K+].O. (4) Given the product [F:1][C:2]([F:13])([F:12])[CH:3]([C:5]1[CH:10]=[CH:9][CH:8]=[CH:7][C:6]=1[N:18]1[CH:19]=[CH:20][C:16]([C:15]([F:22])([F:21])[F:14])=[N:17]1)[OH:4], predict the reactants needed to synthesize it. The reactants are: [F:1][C:2]([F:13])([F:12])[CH:3]([C:5]1[CH:10]=[CH:9][CH:8]=[CH:7][C:6]=1I)[OH:4].[F:14][C:15]([F:22])([F:21])[C:16]1[CH:20]=[CH:19][NH:18][N:17]=1.C([O-])([O-])=O.[K+].[K+].CN[C@@H]1CCCC[C@H]1NC.